This data is from Forward reaction prediction with 1.9M reactions from USPTO patents (1976-2016). The task is: Predict the product of the given reaction. Given the reactants C(OC([NH:8][CH2:9][CH2:10][C:11]1[CH:12]=[CH:13][C:14]([S:17]([C:20]2[CH:32]=[CH:31][C:23]([O:24][CH2:25][C:26]([O:28][CH2:29][CH3:30])=[O:27])=[CH:22][CH:21]=2)(=[O:19])=[O:18])=[N:15][CH:16]=1)=O)(C)(C)C.Cl, predict the reaction product. The product is: [NH2:8][CH2:9][CH2:10][C:11]1[CH:12]=[CH:13][C:14]([S:17]([C:20]2[CH:32]=[CH:31][C:23]([O:24][CH2:25][C:26]([O:28][CH2:29][CH3:30])=[O:27])=[CH:22][CH:21]=2)(=[O:19])=[O:18])=[N:15][CH:16]=1.